This data is from Forward reaction prediction with 1.9M reactions from USPTO patents (1976-2016). The task is: Predict the product of the given reaction. Given the reactants Cl.[Br:2][C:3]1[C:8](=[O:9])[N:7]([CH2:10][C:11]2[CH:16]=[CH:15][C:14]([Cl:17])=[CH:13][CH:12]=2)[C:6](Cl)=[N:5][CH:4]=1.[C:19]([C:21]1[N:26]=[C:25]([O:27][C:28]2[CH:34]=[CH:33][C:31]([NH2:32])=[CH:30][CH:29]=2)[CH:24]=[CH:23][CH:22]=1)#[N:20].C(O)(C)(C)C, predict the reaction product. The product is: [Br:2][C:3]1[C:8](=[O:9])[N:7]([CH2:10][C:11]2[CH:16]=[CH:15][C:14]([Cl:17])=[CH:13][CH:12]=2)[C:6]([NH:32][C:31]2[CH:30]=[CH:29][C:28]([O:27][C:25]3[CH:24]=[CH:23][CH:22]=[C:21]([C:19]#[N:20])[N:26]=3)=[CH:34][CH:33]=2)=[N:5][CH:4]=1.